From a dataset of Forward reaction prediction with 1.9M reactions from USPTO patents (1976-2016). Predict the product of the given reaction. (1) Given the reactants [Cl:1][C:2]1[C:11]2[N:10]=[C:9]([C:12]3[N:13]([C:21]4[C:26]([Cl:27])=[CH:25][CH:24]=[CH:23][N:22]=4)[N:14]=[C:15]([C:17]([F:20])([F:19])[F:18])[CH:16]=3)[O:8][C:7](=[O:28])[C:6]=2[CH:5]=[C:4]2[NH:29][CH:30]=[N:31][C:3]=12.[CH:32]([NH2:35])([CH3:34])[CH3:33], predict the reaction product. The product is: [CH:32]([NH:35][C:7]([C:6]1[C:11]([NH:10][C:9]([C:12]2[N:13]([C:21]3[C:26]([Cl:27])=[CH:25][CH:24]=[CH:23][N:22]=3)[N:14]=[C:15]([C:17]([F:19])([F:20])[F:18])[CH:16]=2)=[O:8])=[C:2]([Cl:1])[C:3]2[N:31]=[CH:30][NH:29][C:4]=2[CH:5]=1)=[O:28])([CH3:34])[CH3:33]. (2) Given the reactants [NH2:1][C:2]1[N:7]=[C:6]([N:8]([CH2:18][CH3:19])[CH2:9][C:10]2[CH:15]=[CH:14][C:13]([O:16][CH3:17])=[CH:12][CH:11]=2)[C:5]2=[N:20][CH:21]=[C:22]([C:23]#[N:24])[N:4]2[N:3]=1.Br[C:26]1[C:27]([Cl:46])=[C:28]([NH:34][C@@H:35]2[CH2:40][CH2:39][N:38]([C:41]([O:43][CH3:44])=[O:42])[CH2:37][C@H:36]2[OH:45])[CH:29]=[C:30]([C:32]#[N:33])[CH:31]=1.CC1(C)C2C(=C(P(C3C=CC=CC=3)C3C=CC=CC=3)C=CC=2)OC2C(P(C3C=CC=CC=3)C3C=CC=CC=3)=CC=CC1=2.C([O-])([O-])=O.[Cs+].[Cs+], predict the reaction product. The product is: [Cl:46][C:27]1[C:26]([NH:1][C:2]2[N:7]=[C:6]([N:8]([CH2:18][CH3:19])[CH2:9][C:10]3[CH:11]=[CH:12][C:13]([O:16][CH3:17])=[CH:14][CH:15]=3)[C:5]3=[N:20][CH:21]=[C:22]([C:23]#[N:24])[N:4]3[N:3]=2)=[CH:31][C:30]([C:32]#[N:33])=[CH:29][C:28]=1[NH:34][C@@H:35]1[CH2:40][CH2:39][N:38]([C:41]([O:43][CH3:44])=[O:42])[CH2:37][C@H:36]1[OH:45]. (3) The product is: [CH3:1][O:2][C:3]([C:4]1[N:15]=[CH:16][O:17][C:5]=1[C:7]1[CH:12]=[CH:11][C:10]([CH3:13])=[C:9]([CH3:14])[CH:8]=1)=[O:18]. Given the reactants [CH3:1][O:2][C:3](=[O:18])[CH:4]([NH:15][CH:16]=[O:17])[C:5]([C:7]1[CH:12]=[CH:11][C:10]([CH3:13])=[C:9]([CH3:14])[CH:8]=1)=O.C1(P(C2C=CC=CC=2)C2C=CC=CC=2)C=CC=CC=1.II, predict the reaction product.